From a dataset of Forward reaction prediction with 1.9M reactions from USPTO patents (1976-2016). Predict the product of the given reaction. (1) Given the reactants [CH2:1]([N:8]1[C:16]2[C:15](=[O:17])[NH:14][C:13](=[O:18])[NH:12][C:11]=2[N:10]=[CH:9]1)[C:2]1[CH:7]=[CH:6][CH:5]=[CH:4][CH:3]=1.[H-].[Na+].ClC[CH2:23][C:24]([CH3:29])([CH3:28])[C:25]([O-:27])=[O:26].[CH3:30]N(C)C=O, predict the reaction product. The product is: [CH3:23][C:24]([CH3:29])([CH3:28])[C:25]([O:27][CH2:30][N:12]1[C:11]2[N:10]=[CH:9][N:8]([CH2:1][C:2]3[CH:7]=[CH:6][CH:5]=[CH:4][CH:3]=3)[C:16]=2[C:15](=[O:17])[NH:14][C:13]1=[O:18])=[O:26]. (2) Given the reactants [OH:1][C@H:2]([C@H:10]1[O:15][CH2:14][CH2:13][NH:12][C:11]1=[O:16])[C:3]([O:5][C:6]([CH3:9])([CH3:8])[CH3:7])=[O:4].I[C:18]1[CH:22]=[CH:21][N:20]([C:23]2[CH:24]=[C:25]([C:29]([F:32])([F:31])[F:30])[N:26]=[N:27][CH:28]=2)[N:19]=1.P([O-])([O-])([O-])=O.[K+].[K+].[K+].CN[C@@H]1CCCC[C@H]1NC, predict the reaction product. The product is: [OH:1][C@H:2]([C@H:10]1[O:15][CH2:14][CH2:13][N:12]([C:18]2[CH:22]=[CH:21][N:20]([C:23]3[CH:24]=[C:25]([C:29]([F:32])([F:30])[F:31])[N:26]=[N:27][CH:28]=3)[N:19]=2)[C:11]1=[O:16])[C:3]([O:5][C:6]([CH3:9])([CH3:7])[CH3:8])=[O:4]. (3) The product is: [CH2:25]([NH:29][C:21]([C:16]1[CH:15]=[CH:14][C:13]2[C:18](=[CH:19][CH:20]=[C:11]([O:10][CH:7]3[CH2:8][CH2:9][N:4]([CH:1]([CH3:2])[CH3:3])[CH2:5][CH2:6]3)[CH:12]=2)[N:17]=1)=[O:23])[CH:26]([CH3:28])[CH3:27]. Given the reactants [CH:1]([N:4]1[CH2:9][CH2:8][CH:7]([O:10][C:11]2[CH:12]=[C:13]3[C:18](=[CH:19][CH:20]=2)[N:17]=[C:16]([C:21]([OH:23])=O)[CH:15]=[CH:14]3)[CH2:6][CH2:5]1)([CH3:3])[CH3:2].Cl.[CH2:25]([NH2:29])[CH:26]([CH3:28])[CH3:27].C(N1C=CN=C1)(N1C=CN=C1)=O, predict the reaction product. (4) Given the reactants [C:1]1([C@H:7]2[CH2:12][CH2:11][N:10]([C:13]([O:15][C:16]([CH3:19])([CH3:18])[CH3:17])=[O:14])[CH2:9][C@@H:8]2[C:20]([O:22]C)=[O:21])[CH:6]=[CH:5][CH:4]=[CH:3][CH:2]=1.[OH-].[Na+], predict the reaction product. The product is: [C:16]([O:15][C:13]([N:10]1[CH2:11][CH2:12][C@H:7]([C:1]2[CH:6]=[CH:5][CH:4]=[CH:3][CH:2]=2)[C@@H:8]([C:20]([OH:22])=[O:21])[CH2:9]1)=[O:14])([CH3:19])([CH3:17])[CH3:18]. (5) Given the reactants [Br:1][C:2]1[C:7]([N+:8]([O-])=O)=[CH:6][C:5]([C:11]2[CH:16]=[CH:15][C:14]([Cl:17])=[CH:13][CH:12]=2)=[CH:4][N:3]=1.[Sn](Cl)Cl.C([O-])(O)=O.[Na+], predict the reaction product. The product is: [Br:1][C:2]1[C:7]([NH2:8])=[CH:6][C:5]([C:11]2[CH:12]=[CH:13][C:14]([Cl:17])=[CH:15][CH:16]=2)=[CH:4][N:3]=1. (6) Given the reactants [N-:1]=[N+:2]=[N-:3].[Na+].[CH2:5]([O:12][C:13]1[CH:14]=[CH:15][C:16]([C@@H:24]([O:27][Si:28]([C:31]([CH3:34])([CH3:33])[CH3:32])([CH3:30])[CH3:29])[CH2:25]Br)=[C:17]2[C:22]=1[NH:21][C:20](=[O:23])[CH:19]=[CH:18]2)[C:6]1[CH:11]=[CH:10][CH:9]=[CH:8][CH:7]=1.O, predict the reaction product. The product is: [N:1]([CH2:25][C@@H:24]([C:16]1[CH:15]=[CH:14][C:13]([O:12][CH2:5][C:6]2[CH:11]=[CH:10][CH:9]=[CH:8][CH:7]=2)=[C:22]2[C:17]=1[CH:18]=[CH:19][C:20](=[O:23])[NH:21]2)[O:27][Si:28]([C:31]([CH3:34])([CH3:33])[CH3:32])([CH3:30])[CH3:29])=[N+:2]=[N-:3].